This data is from Catalyst prediction with 721,799 reactions and 888 catalyst types from USPTO. The task is: Predict which catalyst facilitates the given reaction. (1) Reactant: [CH3:1][C:2]1([CH3:21])[O:20][CH2:19][C:5]2=[C:6]([N:13]3[CH2:18][CH2:17][O:16][CH2:15][CH2:14]3)[NH:7][C:8](=[O:12])[C:9]([C:10]#[N:11])=[C:4]2[CH2:3]1.C(=O)([O-])[O-].[K+].[K+].Br[CH2:29][C:30]([O:32][CH2:33][CH3:34])=[O:31]. Product: [C:10]([C:9]1[C:8]([O:12][CH2:29][C:30]([O:32][CH2:33][CH3:34])=[O:31])=[N:7][C:6]([N:13]2[CH2:14][CH2:15][O:16][CH2:17][CH2:18]2)=[C:5]2[CH2:19][O:20][C:2]([CH3:21])([CH3:1])[CH2:3][C:4]=12)#[N:11]. The catalyst class is: 21. (2) Reactant: [C:1]([O:5][C:6]([N:8]1[CH2:12][CH2:11][CH2:10][C@@H:9]1[CH2:13][OH:14])=[O:7])([CH3:4])([CH3:3])[CH3:2].[C:15]1([CH3:25])[CH:20]=[CH:19][C:18]([S:21](Cl)(=[O:23])=[O:22])=[CH:17][CH:16]=1.CCCCCC. Product: [C:1]([O:5][C:6]([N:8]1[CH2:12][CH2:11][CH2:10][C@@H:9]1[CH2:13][O:14][S:21]([C:18]1[CH:19]=[CH:20][C:15]([CH3:25])=[CH:16][CH:17]=1)(=[O:23])=[O:22])=[O:7])([CH3:4])([CH3:3])[CH3:2]. The catalyst class is: 529. (3) Reactant: [CH2:1]([O:3][C:4]([C:6]1[C:14]2[C:9](=[CH:10][CH:11]=[C:12]([OH:15])[CH:13]=2)[N:8]([C:16]2[CH:21]=[CH:20][C:19]([O:22][C:23]([F:26])([F:25])[F:24])=[CH:18][CH:17]=2)[C:7]=1[CH2:27][C:28]([O:30][CH2:31][CH3:32])=[O:29])=[O:5])[CH3:2].Cl[C:34]1[C:43]2[C:38](=[CH:39][C:40]([Cl:44])=[CH:41][CH:42]=2)[N:37]=[CH:36][CH:35]=1.C([O-])([O-])=O.[K+].[K+].CN(C=O)C. Product: [CH2:1]([O:3][C:4]([C:6]1[C:14]2[C:9](=[CH:10][CH:11]=[C:12]([O:15][C:34]3[C:43]4[C:38](=[CH:39][C:40]([Cl:44])=[CH:41][CH:42]=4)[N:37]=[CH:36][CH:35]=3)[CH:13]=2)[N:8]([C:16]2[CH:17]=[CH:18][C:19]([O:22][C:23]([F:26])([F:24])[F:25])=[CH:20][CH:21]=2)[C:7]=1[CH2:27][C:28]([O:30][CH2:31][CH3:32])=[O:29])=[O:5])[CH3:2]. The catalyst class is: 6. (4) Reactant: [CH3:1][O:2][C:3](=[O:13])[C:4]1[CH:9]=[CH:8][C:7]([C:10](=[O:12])[CH3:11])=[CH:6][CH:5]=1.[Br:14]Br. Product: [CH3:1][O:2][C:3](=[O:13])[C:4]1[CH:9]=[CH:8][C:7]([C:10](=[O:12])[CH2:11][Br:14])=[CH:6][CH:5]=1. The catalyst class is: 15. (5) Reactant: [NH2:1][C:2]1[C:3]([O:43][CH3:44])=[C:4]([NH:15][C:16]([C:18]2[N:19]([CH3:42])[C:20]3[C:25]([CH:26]=2)=[CH:24][CH:23]=[CH:22][C:21]=3[CH2:27][N:28]2[CH2:33][CH2:32][N:31]([C:34]([C@@H:36]3[CH2:40][CH2:39][CH2:38][N:37]3[CH3:41])=[O:35])[CH2:30][CH2:29]2)=[O:17])[CH:5]=[C:6]([C:8]([F:14])([F:13])[C:9]([F:12])([F:11])[F:10])[CH:7]=1.C(N(CC)CC)C.[CH3:52][S:53](Cl)(=[O:55])=[O:54].[OH-].[Na+]. The catalyst class is: 98. Product: [CH3:52][S:53]([NH:1][C:2]1[C:3]([O:43][CH3:44])=[C:4]([NH:15][C:16]([C:18]2[N:19]([CH3:42])[C:20]3[C:25]([CH:26]=2)=[CH:24][CH:23]=[CH:22][C:21]=3[CH2:27][N:28]2[CH2:29][CH2:30][N:31]([C:34]([C@@H:36]3[CH2:40][CH2:39][CH2:38][N:37]3[CH3:41])=[O:35])[CH2:32][CH2:33]2)=[O:17])[CH:5]=[C:6]([C:8]([F:13])([F:14])[C:9]([F:12])([F:10])[F:11])[CH:7]=1)(=[O:55])=[O:54].